This data is from HIV replication inhibition screening data with 41,000+ compounds from the AIDS Antiviral Screen. The task is: Binary Classification. Given a drug SMILES string, predict its activity (active/inactive) in a high-throughput screening assay against a specified biological target. (1) The compound is CC1(C)OCC(C(O)C2OC(C)(C)OC2C=O)O1. The result is 0 (inactive). (2) The compound is CC(=O)Oc1cc(C=C(C#N)C(=O)NCCCCCNC(=O)C(C#N)=Cc2cc(OC(C)=O)c(OC(C)=O)c(OC(C)=O)c2)cc(OC(C)=O)c1OC(C)=O. The result is 0 (inactive).